This data is from Peptide-MHC class II binding affinity with 134,281 pairs from IEDB. The task is: Regression. Given a peptide amino acid sequence and an MHC pseudo amino acid sequence, predict their binding affinity value. This is MHC class II binding data. (1) The peptide sequence is SEPGKYTAYEGQRVVF. The MHC is DRB1_1302 with pseudo-sequence DRB1_1302. The binding affinity (normalized) is 0.320. (2) The peptide sequence is EKKYFAATQKEPLAA. The MHC is HLA-DPA10201-DPB10501 with pseudo-sequence HLA-DPA10201-DPB10501. The binding affinity (normalized) is 0.643. (3) The peptide sequence is RIEEVTRMAMTDTTP. The MHC is DRB1_0301 with pseudo-sequence DRB1_0301. The binding affinity (normalized) is 0.733. (4) The peptide sequence is AAFQGAHARFVAAAA. The binding affinity (normalized) is 0.475. The MHC is DRB1_1501 with pseudo-sequence DRB1_1501. (5) The binding affinity (normalized) is 0.0579. The MHC is DRB1_1602 with pseudo-sequence DRB1_1602. The peptide sequence is AEAPAAAAAPEEQVQ. (6) The peptide sequence is IDGKSRKECPFSNRV. The MHC is DRB1_0901 with pseudo-sequence DRB1_0901. The binding affinity (normalized) is 0.336. (7) The peptide sequence is DTGCAIDISRQELRCGSGV. The MHC is DRB3_0101 with pseudo-sequence DRB3_0101. The binding affinity (normalized) is 0. (8) The MHC is HLA-DQA10201-DQB10202 with pseudo-sequence HLA-DQA10201-DQB10202. The peptide sequence is DVNASFRAAMATTAN. The binding affinity (normalized) is 0.314. (9) The peptide sequence is GVLAGLAFQEMENFL. The binding affinity (normalized) is 0.377. The MHC is DRB1_0301 with pseudo-sequence DRB1_0301.